This data is from Forward reaction prediction with 1.9M reactions from USPTO patents (1976-2016). The task is: Predict the product of the given reaction. (1) Given the reactants [CH3:1][C:2]([S:16][C@@H:17]1[CH2:22][O:21][C@@H:20]([C:23]2[CH:28]=[CH:27][CH:26]=[CH:25][CH:24]=2)[O:19][CH2:18]1)([CH3:15])[C:3]([C:5]1C=CC(C(F)(F)F)=CC=1)=[O:4].[I-].C[S+](C)(C)=O.[OH-].[K+].[NH:37]1[CH:41]=[N:40][CH:39]=[N:38]1, predict the reaction product. The product is: [CH3:1][C:2]([S:16][C@@H:17]1[CH2:22][O:21][C@@H:20]([C:23]2[CH:28]=[CH:27][CH:26]=[CH:25][CH:24]=2)[O:19][CH2:18]1)([CH3:15])[CH:3]([OH:4])[CH2:5][N:37]1[CH:41]=[N:40][CH:39]=[N:38]1. (2) Given the reactants [CH3:1][O:2][C:3]([C:5]1[CH:14]=[C:13]2[C:8]([C:9]([CH3:23])([CH3:22])[CH2:10][CH:11]([C:15]3[CH:20]=[CH:19][CH:18]=[C:17](Br)[CH:16]=3)[NH:12]2)=[CH:7][CH:6]=1)=[O:4].[NH:24]1[CH2:29][CH2:28][O:27][CH2:26][CH2:25]1.Cl.CN(C)CC(O)=O.C(=O)([O-])[O-].[K+].[K+], predict the reaction product. The product is: [CH3:1][O:2][C:3]([C:5]1[CH:14]=[C:13]2[C:8]([C:9]([CH3:23])([CH3:22])[CH2:10][CH:11]([C:15]3[CH:20]=[CH:19][CH:18]=[C:17]([N:24]4[CH2:29][CH2:28][O:27][CH2:26][CH2:25]4)[CH:16]=3)[NH:12]2)=[CH:7][CH:6]=1)=[O:4].